From a dataset of Catalyst prediction with 721,799 reactions and 888 catalyst types from USPTO. Predict which catalyst facilitates the given reaction. (1) Reactant: [CH2:1]([N:8]1[C:12]([CH2:13][C:14]2[CH:19]=[CH:18][CH:17]=[CH:16][CH:15]=2)=[CH:11][C:10]([C:20](O)=[O:21])=[C:9]1[CH:23]([CH3:25])[CH3:24])[C:2]1[CH:7]=[CH:6][CH:5]=[CH:4][CH:3]=1.[CH2:26]([N:33]1[C:37]([CH:38]([CH3:40])[CH3:39])=[CH:36][C:35]([C:41]([OH:43])=O)=[C:34]1[CH2:44][C:45]1[CH:50]=[CH:49][CH:48]=[CH:47][CH:46]=1)[C:27]1[CH:32]=[CH:31][CH:30]=[CH:29][CH:28]=1.CCN=C=NCCCN(C)C.[F:62][C:63]1[CH:64]=[C:65]([CH:68]=[CH:69][C:70]=1[F:71])[CH2:66][NH2:67]. Product: [F:62][C:63]1[CH:64]=[C:65]([CH:68]=[CH:69][C:70]=1[F:71])[CH2:66][NH:67][C:20]([C:10]1[CH:11]=[C:12]([CH2:13][C:14]2[CH:19]=[CH:18][CH:17]=[CH:16][CH:15]=2)[N:8]([CH2:1][C:2]2[CH:7]=[CH:6][CH:5]=[CH:4][CH:3]=2)[C:9]=1[CH:23]([CH3:25])[CH3:24])=[O:21].[F:62][C:63]1[CH:64]=[C:65]([CH:68]=[CH:69][C:70]=1[F:71])[CH2:66][NH:67][C:41]([C:35]1[CH:36]=[C:37]([CH:38]([CH3:40])[CH3:39])[N:33]([CH2:26][C:27]2[CH:28]=[CH:29][CH:30]=[CH:31][CH:32]=2)[C:34]=1[CH2:44][C:45]1[CH:46]=[CH:47][CH:48]=[CH:49][CH:50]=1)=[O:43]. The catalyst class is: 142. (2) Reactant: Br[C:2]1[N:10]([CH2:11][C:12]2[CH:17]=[CH:16][CH:15]=[CH:14][C:13]=2[C:18]([F:21])([F:20])[F:19])[C:9]2[C:8](=[O:22])[NH:7][C:6](=[O:23])[N:5]([CH3:24])[C:4]=2[N:3]=1.[NH:25]1[CH2:31][CH2:30][CH2:29][CH2:28][CH:27]([NH2:32])[CH2:26]1.C(N(CC)CC)C.[OH2:40].CS(C)=[O:43]. Product: [OH:40][C:13]([C:18]([F:21])([F:20])[F:19])=[O:43].[NH2:32][CH:27]1[CH2:28][CH2:29][CH2:30][CH2:31][N:25]([C:2]2[N:10]([CH2:11][C:12]3[CH:17]=[CH:16][CH:15]=[CH:14][C:13]=3[C:18]([F:21])([F:19])[F:20])[C:9]3[C:8](=[O:22])[NH:7][C:6](=[O:23])[N:5]([CH3:24])[C:4]=3[N:3]=2)[CH2:26]1. The catalyst class is: 4. (3) Reactant: C[O:2][C:3]([C:5]1[S:6][C:7]([C:14](=[O:31])[NH:15][CH2:16][C:17]2[CH:22]=[CH:21][CH:20]=[C:19]([O:23][Si](C(C)(C)C)(C)C)[CH:18]=2)=[CH:8][C:9]=1[C:10]([F:13])([F:12])[F:11])=[O:4].O.[OH-].[Li+].C1COCC1.Cl. Product: [OH:23][C:19]1[CH:18]=[C:17]([CH:22]=[CH:21][CH:20]=1)[CH2:16][NH:15][C:14]([C:7]1[S:6][C:5]([C:3]([OH:4])=[O:2])=[C:9]([C:10]([F:13])([F:11])[F:12])[CH:8]=1)=[O:31]. The catalyst class is: 6. (4) Reactant: [F:1][C:2]1[CH:21]=[C:20]([C:22]2[CH:27]=[CH:26][N:25]=[CH:24][CH:23]=2)[CH:19]=[CH:18][C:3]=1[C:4]([NH:6][C:7]1[C:8](O)=[C:9]([CH:14]=[CH:15][CH:16]=1)[C:10]([O:12][CH3:13])=[O:11])=[O:5].CC1C=CC(S(O)(=O)=O)=CC=1. Product: [F:1][C:2]1[CH:21]=[C:20]([C:22]2[CH:23]=[CH:24][N:25]=[CH:26][CH:27]=2)[CH:19]=[CH:18][C:3]=1[C:4]1[O:5][C:8]2[C:9]([C:10]([O:12][CH3:13])=[O:11])=[CH:14][CH:15]=[CH:16][C:7]=2[N:6]=1. The catalyst class is: 11. (5) The catalyst class is: 22. Product: [Br:32][CH2:22][C:20]1[CH:19]=[CH:18][C:17]2[N:16]([N:15]=[C:14]([C:24]3[CH:25]=[CH:26][C:27]([F:30])=[CH:28][CH:29]=3)[C:13]=2[C:11]2[CH:10]=[CH:9][N:8]=[C:7]([NH:6][CH:1]3[CH2:5][CH2:4][CH2:3][CH2:2]3)[N:12]=2)[CH:21]=1. Reactant: [CH:1]1([NH:6][C:7]2[N:12]=[C:11]([C:13]3[C:14]([C:24]4[CH:29]=[CH:28][C:27]([F:30])=[CH:26][CH:25]=4)=[N:15][N:16]4[CH:21]=[C:20]([CH2:22]O)[CH:19]=[CH:18][C:17]=34)[CH:10]=[CH:9][N:8]=2)[CH2:5][CH2:4][CH2:3][CH2:2]1.P(Br)(Br)[Br:32]. (6) Reactant: C(OC([N:8]1[CH2:13][CH2:12][N:11]([C:14]2[CH:22]=[CH:21][CH:20]=[C:19]3[C:15]=2[C:16]([CH3:33])([CH3:32])[C:17](=[O:31])[N:18]3[CH2:23][C:24]2[CH:29]=[CH:28][CH:27]=[C:26]([F:30])[CH:25]=2)[CH2:10][CH2:9]1)=O)(C)(C)C.Cl.CCO.C(OCC)C. Product: [F:30][C:26]1[CH:25]=[C:24]([CH:29]=[CH:28][CH:27]=1)[CH2:23][N:18]1[C:19]2[C:15](=[C:14]([N:11]3[CH2:10][CH2:9][NH:8][CH2:13][CH2:12]3)[CH:22]=[CH:21][CH:20]=2)[C:16]([CH3:33])([CH3:32])[C:17]1=[O:31]. The catalyst class is: 14. (7) Reactant: [F:1][C:2]1[CH:31]=[CH:30][C:5]([O:6][C:7]2[CH:12]=[CH:11][C:10]([C:13]3[N:18]=[C:17]([C:19]([O:21]C)=[O:20])[CH:16]=[C:15]([NH:23][C@@H:24]([CH3:29])[C:25]([O:27]C)=[O:26])[N:14]=3)=[CH:9][CH:8]=2)=[CH:4][CH:3]=1.C1COCC1.O.O[Li].O. Product: [C:25]([C@@H:24]([NH:23][C:15]1[N:14]=[C:13]([C:10]2[CH:9]=[CH:8][C:7]([O:6][C:5]3[CH:30]=[CH:31][C:2]([F:1])=[CH:3][CH:4]=3)=[CH:12][CH:11]=2)[N:18]=[C:17]([C:19]([OH:21])=[O:20])[CH:16]=1)[CH3:29])([OH:27])=[O:26]. The catalyst class is: 223. (8) Reactant: O.[ClH:2].O[N:4]=[C:5]([C:10](=[O:12])[CH3:11])[C:6]([O:8][CH3:9])=[O:7]. Product: [ClH:2].[NH2:4][CH:5]([C:10](=[O:12])[CH3:11])[C:6]([O:8][CH3:9])=[O:7]. The catalyst class is: 19. (9) Reactant: [Cl:1][C:2]1[CH:3]=[CH:4][C:5]2[N:11]3[C:12]([C:15]([F:18])([F:17])[F:16])=[N:13][N:14]=[C:10]3[C@@H:9]([CH2:19][C:20]([O:22]CC)=[O:21])[S:8][C@H:7]([C:25]3[CH:30]=[CH:29][CH:28]=[C:27]([Cl:31])[C:26]=3[Cl:32])[C:6]=2[CH:33]=1.Cl.C(O)(=O)CC(CC(O)=O)(C(O)=O)O. Product: [Cl:1][C:2]1[CH:3]=[CH:4][C:5]2[N:11]3[C:12]([C:15]([F:17])([F:16])[F:18])=[N:13][N:14]=[C:10]3[C@@H:9]([CH2:19][C:20]([OH:22])=[O:21])[S:8][C@H:7]([C:25]3[CH:30]=[CH:29][CH:28]=[C:27]([Cl:31])[C:26]=3[Cl:32])[C:6]=2[CH:33]=1. The catalyst class is: 12.